Task: Predict the reaction yield, written as a fraction of the theoretical maximum amount of product (1.0 means a 100% yield; for example, 0.34 means a 34% yield).. Dataset: Reaction yield outcomes from USPTO patents with 853,638 reactions (1) The reactants are [CH3:1][C:2]1[O:6][C:5]([C:7]2[CH:12]=[CH:11][CH:10]=[CH:9][CH:8]=2)=[N:4][C:3]=1[CH2:13][O:14][C:15]1[CH:20]=[CH:19][C:18]([CH2:21][CH2:22][C:23]2[O:27][C:26]([C:28]3[CH:33]=[CH:32][CH:31]=[CH:30][CH:29]=3)=[N:25][C:24]=2[CH2:34]O)=[CH:17][CH:16]=1.S(Cl)(Cl)=O.[C:40]([O:43][CH2:44][CH3:45])(=[O:42])[CH3:41]. No catalyst specified. The product is [CH2:44]([O:43][C:40]([CH:41]([CH2:34][C:24]1[N:25]=[C:26]([C:28]2[CH:29]=[CH:30][CH:31]=[CH:32][CH:33]=2)[O:27][C:23]=1[CH2:22][CH2:21][C:18]1[CH:17]=[CH:16][C:15]([O:14][CH2:13][C:3]2[N:4]=[C:5]([C:7]3[CH:12]=[CH:11][CH:10]=[CH:9][CH:8]=3)[O:6][C:2]=2[CH3:1])=[CH:20][CH:19]=1)[C:40]([O:43][CH2:44][CH3:45])=[O:42])=[O:42])[CH3:45]. The yield is 0.530. (2) The reactants are Cl[C:2](Cl)([O:4]C(=O)OC(Cl)(Cl)Cl)Cl.[C:13]12([CH2:23][NH:24][CH2:25][CH2:26][CH:27]([OH:32])[CH2:28][CH:29]([CH3:31])[CH3:30])[CH2:22][CH:17]3[CH2:18][CH:19]([CH2:21][CH:15]([CH2:16]3)[CH2:14]1)[CH2:20]2.CCN(CC)CC. The catalyst is C(Cl)Cl. The product is [C:13]12([CH2:23][N:24]3[CH2:25][CH2:26][CH:27]([CH2:28][CH:29]([CH3:30])[CH3:31])[O:32][C:2]3=[O:4])[CH2:22][CH:17]3[CH2:18][CH:19]([CH2:21][CH:15]([CH2:16]3)[CH2:14]1)[CH2:20]2. The yield is 0.740. (3) The reactants are [F:1][C:2]1[C:3]([CH3:13])=[C:4]2[C:9](=[CH:10][CH:11]=1)[NH:8][C:7](=[O:12])[CH2:6][CH2:5]2.[H-].[Na+].Cl[CH2:17][CH2:18][CH2:19]I.[CH2:21]([O:24][CH:25]1[CH2:30][CH2:29][NH:28][CH2:27][CH2:26]1)[CH2:22][CH3:23].[Na+].[I-].C([O-])([O-])=O.[K+].[K+]. The catalyst is CN(C=O)C. The product is [F:1][C:2]1[C:3]([CH3:13])=[C:4]2[C:9](=[CH:10][CH:11]=1)[N:8]([CH2:17][CH2:18][CH2:19][N:28]1[CH2:29][CH2:30][CH:25]([O:24][CH2:21][CH2:22][CH3:23])[CH2:26][CH2:27]1)[C:7](=[O:12])[CH2:6][CH2:5]2. The yield is 0.410. (4) The reactants are Cl.Cl.[Cl:3][C:4]1[CH:19]=[CH:18][C:7]([CH2:8][O:9][CH2:10][C:11]2([NH2:17])[CH2:16][CH2:15][NH:14][CH2:13][CH2:12]2)=[CH:6][CH:5]=1.Cl[C:21]1[C:22]2[CH:29]=[CH:28][NH:27][C:23]=2[N:24]=[CH:25][N:26]=1.C(N(CC)CC)C. The yield is 0.780. The product is [Cl:3][C:4]1[CH:5]=[CH:6][C:7]([CH2:8][O:9][CH2:10][C:11]2([NH2:17])[CH2:16][CH2:15][N:14]([C:21]3[C:22]4[CH:29]=[CH:28][NH:27][C:23]=4[N:24]=[CH:25][N:26]=3)[CH2:13][CH2:12]2)=[CH:18][CH:19]=1. The catalyst is C(O)CCC.